Dataset: Catalyst prediction with 721,799 reactions and 888 catalyst types from USPTO. Task: Predict which catalyst facilitates the given reaction. (1) Reactant: [F:1][CH:2]([F:50])[C:3]1[CH:8]=[CH:7][N:6]=[C:5]([NH:9][C:10]2[N:15]=[C:14]([C:16]3[CH:17]=[N:18][C:19]([C@@:22]([C@H:25]4[CH2:30][CH2:29][C@H:28]([C:31]([O:33][C@H:34]5[CH2:37][C@H:36]([NH:38]C(OCC6C=CC=CC=6)=O)[CH2:35]5)=[O:32])[CH2:27][CH2:26]4)([OH:24])[CH3:23])=[CH:20][CH:21]=3)[CH:13]=[C:12]([CH3:49])[CH:11]=2)[CH:4]=1. Product: [F:50][CH:2]([F:1])[C:3]1[CH:8]=[CH:7][N:6]=[C:5]([NH:9][C:10]2[N:15]=[C:14]([C:16]3[CH:17]=[N:18][C:19]([C@@:22]([C@H:25]4[CH2:30][CH2:29][C@H:28]([C:31]([O:33][C@H:34]5[CH2:35][C@H:36]([NH2:38])[CH2:37]5)=[O:32])[CH2:27][CH2:26]4)([OH:24])[CH3:23])=[CH:20][CH:21]=3)[CH:13]=[C:12]([CH3:49])[CH:11]=2)[CH:4]=1. The catalyst class is: 45. (2) Product: [Br:1][C:2]1[CH:3]=[C:4]2[C:14](=[CH:15][CH:16]=1)[O:13][C:7]1([CH2:12][CH2:11][CH2:10][O:9][CH2:8]1)[CH:6]([F:17])/[C:5]/2=[N:25]\[C:19]#[N:20]. The catalyst class is: 388. Reactant: [Br:1][C:2]1[CH:3]=[C:4]2[C:14](=[CH:15][CH:16]=1)[O:13][C:7]1([CH2:12][CH2:11][CH2:10][O:9][CH2:8]1)[CH:6]([F:17])[C:5]2=O.[C:19](=[N:25][Si](C)(C)C)=[N:20][Si](C)(C)C. (3) Product: [CH2:23]([O:25][C:26]1[CH:54]=[CH:53][C:29]([C:30]([C:32]2[N:36]([CH2:37][CH2:38][CH:39]([CH3:41])[CH3:40])[C:35]3[CH:42]=[CH:43][C:44]([C:46](=[S:10])[N:48]([CH2:51][CH3:52])[CH2:49][CH3:50])=[CH:45][C:34]=3[N:33]=2)=[O:31])=[CH:28][CH:27]=1)[CH3:24]. Reactant: COC1C=CC(P2(SP(C3C=CC(OC)=CC=3)(=S)S2)=[S:10])=CC=1.[CH2:23]([O:25][C:26]1[CH:54]=[CH:53][C:29]([C:30]([C:32]2[N:36]([CH2:37][CH2:38][CH:39]([CH3:41])[CH3:40])[C:35]3[CH:42]=[CH:43][C:44]([C:46]([N:48]([CH2:51][CH3:52])[CH2:49][CH3:50])=O)=[CH:45][C:34]=3[N:33]=2)=[O:31])=[CH:28][CH:27]=1)[CH3:24]. The catalyst class is: 11.